Dataset: Peptide-MHC class II binding affinity with 134,281 pairs from IEDB. Task: Regression. Given a peptide amino acid sequence and an MHC pseudo amino acid sequence, predict their binding affinity value. This is MHC class II binding data. (1) The binding affinity (normalized) is 0.254. The peptide sequence is KALWIIFSQNMNIKL. The MHC is HLA-DQA10102-DQB10602 with pseudo-sequence HLA-DQA10102-DQB10602. (2) The binding affinity (normalized) is 0. The MHC is HLA-DQA10103-DQB10603 with pseudo-sequence HLA-DQA10103-DQB10603. The peptide sequence is MMTGRMGERQLQKIE. (3) The peptide sequence is VFGSAFQGLFGGLNW. The MHC is DRB1_0401 with pseudo-sequence DRB1_0401. The binding affinity (normalized) is 0. (4) The peptide sequence is AQAAVVRFQEAANKQ. The MHC is DRB1_0405 with pseudo-sequence DRB1_0405. The binding affinity (normalized) is 0.0763. (5) The peptide sequence is MSSFLGKWKLSESHNFDA. The MHC is DRB1_0301 with pseudo-sequence DRB1_0301. The binding affinity (normalized) is 0. (6) The peptide sequence is RPAPGGKAYMDVISR. The MHC is DRB4_0103 with pseudo-sequence DRB4_0103. The binding affinity (normalized) is 0.524.